Task: Predict the reactants needed to synthesize the given product.. Dataset: Full USPTO retrosynthesis dataset with 1.9M reactions from patents (1976-2016) (1) Given the product [Cl:30][C:25]1[CH:24]=[C:23]([NH:22][C:21]2[C:16]3[C:15]4[CH2:32][CH2:33][N:12]([C:10](=[O:11])/[CH:9]=[CH:9]/[CH:10]5[CH2:42][CH2:38][CH2:39][CH2:40][N:12]5[CH3:13])[CH2:13][C:14]=4[S:31][C:17]=3[N:18]=[CH:19][N:20]=2)[CH:28]=[CH:27][C:26]=1[F:29], predict the reactants needed to synthesize it. The reactants are: C(OP([CH2:9][C:10]([N:12]1[CH2:33][CH2:32][C:15]2[C:16]3[C:21]([NH:22][C:23]4[CH:28]=[CH:27][C:26]([F:29])=[C:25]([Cl:30])[CH:24]=4)=[N:20][CH:19]=[N:18][C:17]=3[S:31][C:14]=2[CH2:13]1)=[O:11])(=O)OCC)C.[H-].[Na+].CO.[CH2:38]1[CH2:42]O[CH2:40][CH2:39]1. (2) The reactants are: [F:1][C:2]1[CH:20]=[CH:19][CH:18]=[C:17]([F:21])[C:3]=1[CH2:4][N:5]1[C:10]([CH3:11])=[C:9]([CH:12]=[O:13])[C:8](=[O:14])[C:7](Br)=[C:6]1[CH3:16].[CH3:22][O:23][C:24]1[CH:25]=[C:26](B(O)O)[CH:27]=[CH:28][CH:29]=1. Given the product [F:1][C:2]1[CH:20]=[CH:19][CH:18]=[C:17]([F:21])[C:3]=1[CH2:4][N:5]1[C:10]([CH3:11])=[C:9]([CH:12]=[O:13])[C:8](=[O:14])[C:7]([C:28]2[CH:27]=[CH:26][CH:25]=[C:24]([O:23][CH3:22])[CH:29]=2)=[C:6]1[CH3:16], predict the reactants needed to synthesize it.